Task: Predict which catalyst facilitates the given reaction.. Dataset: Catalyst prediction with 721,799 reactions and 888 catalyst types from USPTO (1) Reactant: CO[C:3]([C:5]1[C:6](=[O:20])[NH:7][C:8]([C:13]([F:19])([F:18])[C:14]([F:17])([F:16])[F:15])=[C:9]([CH2:11][CH3:12])[CH:10]=1)=[O:4].[CH:21]1([NH2:24])[CH2:23][CH2:22]1.Cl. Product: [CH:21]1([NH:24][C:3]([C:5]2[C:6](=[O:20])[NH:7][C:8]([C:13]([F:18])([F:19])[C:14]([F:15])([F:16])[F:17])=[C:9]([CH2:11][CH3:12])[CH:10]=2)=[O:4])[CH2:23][CH2:22]1. The catalyst class is: 10. (2) Reactant: [CH3:1][Si:2]([CH3:5])([CH3:4])Cl.[C:6]1([OH:12])[CH:11]=[CH:10][CH:9]=[CH:8][CH:7]=1.C(N(CC)CC)C. Product: [O:12]([Si:2]([CH3:5])([CH3:4])[CH3:1])[C:6]1[CH:11]=[CH:10][CH:9]=[CH:8][CH:7]=1. The catalyst class is: 4. (3) Reactant: [NH2:1][NH2:2].[Cl:3][C:4]1[CH:5]=[C:6]([CH:10]2[C:16]3[CH:17]=[C:18]([CH:21]([C:28]4[CH:33]=[CH:32][C:31]([Cl:34])=[CH:30][CH:29]=4)[C:22]4[N:26]([CH3:27])[CH:25]=[N:24][CH:23]=4)[CH:19]=[CH:20][C:15]=3[NH:14][C:13](=S)[CH2:12][S:11]2)[CH:7]=[CH:8][CH:9]=1.[Na+].[Cl-]. Product: [Cl:3][C:4]1[CH:5]=[C:6]([CH:10]2[C:16]3[CH:17]=[C:18]([CH:21]([C:28]4[CH:33]=[CH:32][C:31]([Cl:34])=[CH:30][CH:29]=4)[C:22]4[N:26]([CH3:27])[CH:25]=[N:24][CH:23]=4)[CH:19]=[CH:20][C:15]=3[N:14]=[C:13]([NH:1][NH2:2])[CH2:12][S:11]2)[CH:7]=[CH:8][CH:9]=1. The catalyst class is: 1. (4) Reactant: C[O:2][C:3]1[C:4]([N:25]2[CH2:30][CH2:29][CH2:28][C@H:27]([NH:31]C(=O)OC(C)(C)C)[CH2:26]2)=[N:5][C:6]([N:9]2[C:17]3[CH:16]=[C:15]([C:18]4[CH:23]=[N:22][CH:21]=[C:20]([CH3:24])[N:19]=4)[N:14]=[CH:13][C:12]=3[CH:11]=[N:10]2)=[CH:7][N:8]=1.O1CCOCC1. Product: [NH2:31][C@H:27]1[CH2:28][CH2:29][CH2:30][N:25]([C:4]2[C:3]([OH:2])=[N:8][CH:7]=[C:6]([N:9]3[C:17]4[CH:16]=[C:15]([C:18]5[CH:23]=[N:22][CH:21]=[C:20]([CH3:24])[N:19]=5)[N:14]=[CH:13][C:12]=4[CH:11]=[N:10]3)[N:5]=2)[CH2:26]1. The catalyst class is: 33. (5) Reactant: [Br:1][C:2]1[CH:3]=[CH:4][C:5]([CH2:8][N:9]([CH2:13][C:14]([O:16]CC)=O)[C:10]([NH2:12])=[O:11])=[N:6][CH:7]=1.C[O-].[Na+]. Product: [Br:1][C:2]1[CH:3]=[CH:4][C:5]([CH2:8][N:9]2[CH2:13][C:14](=[O:16])[NH:12][C:10]2=[O:11])=[N:6][CH:7]=1. The catalyst class is: 5. (6) Reactant: [CH:1]([C@:4]1([C:17]([N:19]2[CH2:28][CH2:27][C:26]3[C:21](=[CH:22][C:23]([C:29]([F:32])([F:31])[F:30])=[CH:24][CH:25]=3)[CH2:20]2)=[O:18])[CH2:8][CH2:7][C@@H:6]([NH:9]C(=O)OC(C)(C)C)[CH2:5]1)([CH3:3])[CH3:2]. Product: [CH:1]([C@:4]1([C:17]([N:19]2[CH2:28][CH2:27][C:26]3[C:21](=[CH:22][C:23]([C:29]([F:32])([F:30])[F:31])=[CH:24][CH:25]=3)[CH2:20]2)=[O:18])[CH2:8][CH2:7][C@@H:6]([NH2:9])[CH2:5]1)([CH3:3])[CH3:2]. The catalyst class is: 89. (7) Reactant: [Br:1][C:2]1[CH:14]=[CH:13][C:5]([O:6][CH2:7][C:8]2[S:9][CH:10]=[CH:11][N:12]=2)=[CH:4][C:3]=1[N+:15]([O-])=O.[NH4+].[Cl-]. Product: [Br:1][C:2]1[CH:14]=[CH:13][C:5]([O:6][CH2:7][C:8]2[S:9][CH:10]=[CH:11][N:12]=2)=[CH:4][C:3]=1[NH2:15]. The catalyst class is: 314. (8) Reactant: [O:1]([C:8]1[CH:13]=[CH:12][CH:11]=[CH:10][C:9]=1[NH:14][CH2:15][C:16]1[C:17]([OH:22])=[N:18][CH:19]=[CH:20][CH:21]=1)[C:2]1[CH:7]=[CH:6][CH:5]=[CH:4][CH:3]=1.[C:23](Cl)(=[O:25])[CH3:24]. Product: [OH:22][C:17]1[C:16]([CH2:15][N:14]([C:9]2[CH:10]=[CH:11][CH:12]=[CH:13][C:8]=2[O:1][C:2]2[CH:3]=[CH:4][CH:5]=[CH:6][CH:7]=2)[C:23](=[O:25])[CH3:24])=[CH:21][CH:20]=[CH:19][N:18]=1. The catalyst class is: 172. (9) The catalyst class is: 3. Reactant: [OH:1][C:2]1[CH:20]=[CH:19][C:5]2[CH:6]3[C:13]4([CH2:14][CH2:15][C:4]=2[CH:3]=1)[CH:9]([CH2:10][N:11]([C:16](=[O:18])[CH3:17])[CH2:12]4)[CH2:8][CH2:7]3.C(=O)([O-])[O-].[K+].[K+].[CH2:27](Cl)[C:28]1[CH:33]=[CH:32][CH:31]=[CH:30][CH:29]=1.[I-].[Na+]. Product: [CH2:27]([O:1][C:2]1[CH:20]=[CH:19][C:5]2[CH:6]3[C:13]4([CH2:14][CH2:15][C:4]=2[CH:3]=1)[CH:9]([CH2:10][N:11]([C:16](=[O:18])[CH3:17])[CH2:12]4)[CH2:8][CH2:7]3)[C:28]1[CH:33]=[CH:32][CH:31]=[CH:30][CH:29]=1. (10) Reactant: [CH2:1]([C:3]1[C:11]2[C:6](=[CH:7][CH:8]=[CH:9][C:10]=2[NH:12][C:13]([C:15]2[N:16]=[C:17]3[CH:22]=[CH:21][CH:20]=[CH:19][N:18]3[CH:23]=2)=[O:14])[N:5]([CH2:24][C:25]2[CH:30]=[CH:29][CH:28]=[C:27]([OH:31])[N:26]=2)[N:4]=1)[CH3:2].[C:32]([O-])([O-])=O.[K+].[K+].IC. Product: [CH2:1]([C:3]1[C:11]2[C:6](=[CH:7][CH:8]=[CH:9][C:10]=2[NH:12][C:13]([C:15]2[N:16]3[CH:19]=[CH:20][CH:21]=[CH:22][C:17]3=[N:18][CH:23]=2)=[O:14])[N:5]([CH2:24][C:25]2[N:26]([CH3:32])[C:27](=[O:31])[CH:28]=[CH:29][CH:30]=2)[N:4]=1)[CH3:2]. The catalyst class is: 3.